Dataset: Reaction yield outcomes from USPTO patents with 853,638 reactions. Task: Predict the reaction yield, written as a fraction of the theoretical maximum amount of product (1.0 means a 100% yield; for example, 0.34 means a 34% yield). The reactants are [C:1]([N:8]1[CH2:12][CH2:11][CH:10]([OH:13])[CH2:9]1)([O:3][C:4]([CH3:7])([CH3:6])[CH3:5])=[O:2].[H-].[Na+].[Br:16][C:17]1[C:18](Cl)=[N:19][C:20]([Cl:23])=[N:21][CH:22]=1. The catalyst is C1COCC1. The product is [Br:16][C:17]1[C:18]([O:13][CH:10]2[CH2:11][CH2:12][N:8]([C:1]([O:3][C:4]([CH3:7])([CH3:6])[CH3:5])=[O:2])[CH2:9]2)=[N:19][C:20]([Cl:23])=[N:21][CH:22]=1. The yield is 0.792.